The task is: Regression. Given two drug SMILES strings and cell line genomic features, predict the synergy score measuring deviation from expected non-interaction effect.. This data is from NCI-60 drug combinations with 297,098 pairs across 59 cell lines. (1) Cell line: NCI-H322M. Drug 1: CC1=C(C=C(C=C1)NC(=O)C2=CC=C(C=C2)CN3CCN(CC3)C)NC4=NC=CC(=N4)C5=CN=CC=C5. Drug 2: C1CN(CCN1C(=O)CCBr)C(=O)CCBr. Synergy scores: CSS=7.65, Synergy_ZIP=-0.692, Synergy_Bliss=0.925, Synergy_Loewe=-6.67, Synergy_HSA=-0.586. (2) Drug 1: CCC1(CC2CC(C3=C(CCN(C2)C1)C4=CC=CC=C4N3)(C5=C(C=C6C(=C5)C78CCN9C7C(C=CC9)(C(C(C8N6C)(C(=O)OC)O)OC(=O)C)CC)OC)C(=O)OC)O.OS(=O)(=O)O. Drug 2: C1=CN(C=N1)CC(O)(P(=O)(O)O)P(=O)(O)O. Cell line: SK-MEL-28. Synergy scores: CSS=4.14, Synergy_ZIP=-3.38, Synergy_Bliss=-3.49, Synergy_Loewe=-0.473, Synergy_HSA=-0.639. (3) Drug 1: C1=C(C(=O)NC(=O)N1)F. Drug 2: C(CC(=O)O)C(=O)CN.Cl. Cell line: HCT116. Synergy scores: CSS=36.2, Synergy_ZIP=-0.234, Synergy_Bliss=-4.71, Synergy_Loewe=-6.08, Synergy_HSA=-3.65. (4) Drug 1: C1CCN(CC1)CCOC2=CC=C(C=C2)C(=O)C3=C(SC4=C3C=CC(=C4)O)C5=CC=C(C=C5)O. Drug 2: CC1=C(C(=O)C2=C(C1=O)N3CC4C(C3(C2COC(=O)N)OC)N4)N. Cell line: IGROV1. Synergy scores: CSS=14.3, Synergy_ZIP=-1.82, Synergy_Bliss=0.238, Synergy_Loewe=-5.75, Synergy_HSA=-0.881. (5) Drug 1: CN1CCC(CC1)COC2=C(C=C3C(=C2)N=CN=C3NC4=C(C=C(C=C4)Br)F)OC. Drug 2: C1=CC=C(C=C1)NC(=O)CCCCCCC(=O)NO. Cell line: SK-OV-3. Synergy scores: CSS=16.1, Synergy_ZIP=-7.27, Synergy_Bliss=-0.984, Synergy_Loewe=-7.35, Synergy_HSA=0.210. (6) Synergy scores: CSS=2.77, Synergy_ZIP=-2.25, Synergy_Bliss=-2.76, Synergy_Loewe=-13.4, Synergy_HSA=-2.75. Drug 1: CN1CCC(CC1)COC2=C(C=C3C(=C2)N=CN=C3NC4=C(C=C(C=C4)Br)F)OC. Drug 2: C(CCl)NC(=O)N(CCCl)N=O. Cell line: SF-539. (7) Drug 1: C1CCN(CC1)CCOC2=CC=C(C=C2)C(=O)C3=C(SC4=C3C=CC(=C4)O)C5=CC=C(C=C5)O. Drug 2: CC(C)(C#N)C1=CC(=CC(=C1)CN2C=NC=N2)C(C)(C)C#N. Cell line: SK-MEL-5. Synergy scores: CSS=-3.20, Synergy_ZIP=6.66, Synergy_Bliss=6.32, Synergy_Loewe=1.13, Synergy_HSA=-0.653.